The task is: Predict the reactants needed to synthesize the given product.. This data is from Full USPTO retrosynthesis dataset with 1.9M reactions from patents (1976-2016). (1) Given the product [NH2:1][C:2]1[C:7]([N+:8]([O-:10])=[O:9])=[CH:6][CH:5]=[CH:4][C:3]=1[O:11][CH:17]1[CH2:22][CH2:21][N:20]([C:23]([O:25][C:26]([CH3:29])([CH3:28])[CH3:27])=[O:24])[CH2:19][CH2:18]1, predict the reactants needed to synthesize it. The reactants are: [NH2:1][C:2]1[C:7]([N+:8]([O-:10])=[O:9])=[CH:6][CH:5]=[CH:4][C:3]=1[OH:11].CS(O[CH:17]1[CH2:22][CH2:21][N:20]([C:23]([O:25][C:26]([CH3:29])([CH3:28])[CH3:27])=[O:24])[CH2:19][CH2:18]1)(=O)=O.C(=O)([O-])[O-].[Cs+].[Cs+]. (2) Given the product [Cl:18][C:16]1[CH:15]=[C:14]([CH2:19][S:20]([NH:8][C:5]2[C:4]([O:9][CH3:10])=[CH:3][C:2]([I:1])=[CH:7][N:6]=2)(=[O:22])=[O:21])[CH:13]=[C:12]([Cl:11])[CH:17]=1, predict the reactants needed to synthesize it. The reactants are: [I:1][C:2]1[CH:3]=[C:4]([O:9][CH3:10])[C:5]([NH2:8])=[N:6][CH:7]=1.[Cl:11][C:12]1[CH:13]=[C:14]([CH2:19][S:20](Cl)(=[O:22])=[O:21])[CH:15]=[C:16]([Cl:18])[CH:17]=1.